Dataset: Human liver microsome stability data. Task: Regression/Classification. Given a drug SMILES string, predict its absorption, distribution, metabolism, or excretion properties. Task type varies by dataset: regression for continuous measurements (e.g., permeability, clearance, half-life) or binary classification for categorical outcomes (e.g., BBB penetration, CYP inhibition). Dataset: hlm. (1) The molecule is CCC1=C(C(=O)OCC2CCCCC2)[C@H](c2ccc(O)c(Cl)c2)NC(=O)N1. The result is 0 (unstable in human liver microsomes). (2) The compound is COc1ccc2c(c1)C[C@H](C(=O)Nc1ccc(-c3cn[nH]c3)cc1SCCC(=O)N(C)C)NC2. The result is 1 (stable in human liver microsomes). (3) The drug is CC(C)N=C(Nc1ccc(Cl)c(Cl)c1)Nc1nccn1C(C)C. The result is 1 (stable in human liver microsomes).